This data is from Reaction yield outcomes from USPTO patents with 853,638 reactions. The task is: Predict the reaction yield, written as a fraction of the theoretical maximum amount of product (1.0 means a 100% yield; for example, 0.34 means a 34% yield). (1) The product is [Cl:31][C:18]1[CH:17]=[C:16]([CH:21]=[CH:20][C:19]=1[O:22][CH2:23][C:24]1[CH:29]=[CH:28][CH:27]=[C:26]([F:30])[CH:25]=1)[NH:15][C:9]1[C:8]2[C:13](=[CH:14][C:5]([O:4][CH2:3][CH2:2][N:38]3[CH2:43][CH2:42][CH2:41][CH2:40][CH2:39]3)=[CH:6][C:7]=2[O:32][CH:33]2[CH2:37][CH2:36][O:35][CH2:34]2)[N:12]=[CH:11][N:10]=1. The yield is 0.340. The reactants are Cl[CH2:2][CH2:3][O:4][C:5]1[CH:14]=[C:13]2[C:8]([C:9]([NH:15][C:16]3[CH:21]=[CH:20][C:19]([O:22][CH2:23][C:24]4[CH:29]=[CH:28][CH:27]=[C:26]([F:30])[CH:25]=4)=[C:18]([Cl:31])[CH:17]=3)=[N:10][CH:11]=[N:12]2)=[C:7]([O:32][CH:33]2[CH2:37][CH2:36][O:35][CH2:34]2)[CH:6]=1.[NH:38]1[CH2:43][CH2:42][CH2:41][CH2:40][CH2:39]1. No catalyst specified. (2) The reactants are [Si:1]([O:8][C@H:9]1[C@H:15]2[CH2:16][N:11]([C:12]3[CH:20]=[CH:19][C:18](Cl)=[N:17][C:13]=3[NH:14]2)[CH2:10]1)([C:4]([CH3:7])([CH3:6])[CH3:5])([CH3:3])[CH3:2].[Cl:22][C:23]1[CH:24]=[C:25](B(O)O)[CH:26]=[CH:27][CH:28]=1.O. The catalyst is O1CCOCC1.O.CCOC(C)=O.C1C=CC(P(C2C=CC=CC=2)[C-]2C=CC=C2)=CC=1.C1C=CC(P(C2C=CC=CC=2)[C-]2C=CC=C2)=CC=1.Cl[Pd]Cl.[Fe+2]. The product is [Si:1]([O:8][C@H:9]1[C@H:15]2[CH2:16][N:11]([C:12]3[CH:20]=[CH:19][C:18]([C:27]4[CH:26]=[CH:25][CH:24]=[C:23]([Cl:22])[CH:28]=4)=[N:17][C:13]=3[NH:14]2)[CH2:10]1)([C:4]([CH3:6])([CH3:5])[CH3:7])([CH3:3])[CH3:2]. The yield is 0.630. (3) The reactants are [Li]CCCC.[F:6][C:7]([F:20])([F:19])[C:8]1[CH:9]=[C:10]([CH:12]=[C:13]([C:15]([F:18])([F:17])[F:16])[CH:14]=1)[NH2:11].C[O:22][C:23]([C:25]1([CH:39]2[CH2:42][CH2:41][CH2:40]2)[CH2:29][C:28](=[O:30])[N:27]([C:31]2[C:36]([CH3:37])=[CH:35][CH:34]=[CH:33][C:32]=2[CH3:38])[CH2:26]1)=O.[NH4+].[Cl-]. The catalyst is C1COCC1. The product is [F:6][C:7]([F:19])([F:20])[C:8]1[CH:9]=[C:10]([NH:11][C:23]([C:25]2([CH:39]3[CH2:40][CH2:41][CH2:42]3)[CH2:29][C:28](=[O:30])[N:27]([C:31]3[C:36]([CH3:37])=[CH:35][CH:34]=[CH:33][C:32]=3[CH3:38])[CH2:26]2)=[O:22])[CH:12]=[C:13]([C:15]([F:16])([F:17])[F:18])[CH:14]=1. The yield is 0.0150. (4) The reactants are Br[C:2]1[CH:3]=[C:4]([CH3:14])[C:5]2[O:9][C:8]([CH3:11])([CH3:10])[CH2:7][C:6]=2[C:12]=1[CH3:13].[CH3:15][O:16][C:17]1[CH:22]=[CH:21][C:20]([N:23]2[CH2:28][CH2:27][NH:26][CH2:25][CH2:24]2)=[CH:19][CH:18]=1. The product is [CH3:15][O:16][C:17]1[CH:18]=[CH:19][C:20]([N:23]2[CH2:28][CH2:27][N:26]([C:2]3[CH:3]=[C:4]([CH3:14])[C:5]4[O:9][C:8]([CH3:11])([CH3:10])[CH2:7][C:6]=4[C:12]=3[CH3:13])[CH2:25][CH2:24]2)=[CH:21][CH:22]=1. No catalyst specified. The yield is 0.740.